From a dataset of Peptide-MHC class I binding affinity with 185,985 pairs from IEDB/IMGT. Regression. Given a peptide amino acid sequence and an MHC pseudo amino acid sequence, predict their binding affinity value. This is MHC class I binding data. (1) The peptide sequence is SWILRNPGF. The MHC is HLA-A24:02 with pseudo-sequence HLA-A24:02. The binding affinity (normalized) is 0.453. (2) The peptide sequence is KFLDLCVLI. The MHC is HLA-A23:01 with pseudo-sequence HLA-A23:01. The binding affinity (normalized) is 0.973. (3) The peptide sequence is SMISRHCCI. The MHC is HLA-B15:01 with pseudo-sequence HLA-B15:01. The binding affinity (normalized) is 0.594.